The task is: Regression/Classification. Given a drug SMILES string, predict its toxicity properties. Task type varies by dataset: regression for continuous values (e.g., LD50, hERG inhibition percentage) or binary classification for toxic/non-toxic outcomes (e.g., AMES mutagenicity, cardiotoxicity, hepatotoxicity). Dataset: herg_karim.. This data is from hERG potassium channel inhibition data for cardiac toxicity prediction from Karim et al.. The molecule is O=C1CN(Cc2ccc(-c3ccc(F)c(CN4CCS(=O)(=O)CC4)n3)cc2)C(=O)N1C1CC1. The result is 0 (non-blocker).